This data is from Catalyst prediction with 721,799 reactions and 888 catalyst types from USPTO. The task is: Predict which catalyst facilitates the given reaction. Reactant: [NH2:1][C:2]1[CH:3]=[C:4]([CH:20]=[CH:21][CH:22]=1)[CH2:5][O:6][C:7]1[CH:12]=[CH:11][C:10]([C:13](=[O:15])[CH3:14])=[C:9]([OH:16])[C:8]=1[CH2:17][CH2:18][CH3:19].Br[C:24]1[CH:31]=[CH:30][C:27]([C:28]#[N:29])=[CH:26][CH:25]=1.C(=O)([O-])[O-].[Cs+].[Cs+].C1OCCOCCOCCOCCOCCOC1.C1(P(C2C=CC=CC=2)C2C=CC3C(=CC=CC=3)C=2C2C3C(=CC=CC=3)C=CC=2P(C2C=CC=CC=2)C2C=CC=CC=2)C=CC=CC=1.C(O)(=O)CC(CC(O)=O)(C(O)=O)O. Product: [C:13]([C:10]1[CH:11]=[CH:12][C:7]([O:6][CH2:5][C:4]2[CH:3]=[C:2]([NH:1][C:24]3[CH:31]=[CH:30][C:27]([C:28]#[N:29])=[CH:26][CH:25]=3)[CH:22]=[CH:21][CH:20]=2)=[C:8]([CH2:17][CH2:18][CH3:19])[C:9]=1[OH:16])(=[O:15])[CH3:14]. The catalyst class is: 164.